From a dataset of Catalyst prediction with 721,799 reactions and 888 catalyst types from USPTO. Predict which catalyst facilitates the given reaction. (1) Reactant: O=[C:2]1[CH:7]([C:8](OCC)=[O:9])[CH2:6][CH2:5][N:4]([C:13]([O:15][C:16]([CH3:19])([CH3:18])[CH3:17])=[O:14])[CH2:3]1.Cl.[CH:21]([NH2:23])=[NH:22].CC[O-].[Na+]. Product: [OH:9][C:8]1[C:7]2[CH2:6][CH2:5][N:4]([C:13]([O:15][C:16]([CH3:19])([CH3:18])[CH3:17])=[O:14])[CH2:3][C:2]=2[N:22]=[CH:21][N:23]=1. The catalyst class is: 14. (2) Reactant: [C:1]1([CH2:7][N:8]2[CH2:12][CH2:11][C@H:10]([NH:13]C(=O)OC(C)(C)C)[CH2:9]2)[CH2:6][CH2:5][CH2:4][CH2:3][CH:2]=1.Cl.[OH-].[Na+]. Product: [C:1]1([CH2:7][N:8]2[CH2:12][CH2:11][C@H:10]([NH2:13])[CH2:9]2)[CH2:6][CH2:5][CH2:4][CH2:3][CH:2]=1. The catalyst class is: 8.